This data is from Forward reaction prediction with 1.9M reactions from USPTO patents (1976-2016). The task is: Predict the product of the given reaction. (1) Given the reactants [F:1][C:2]1[CH:7]=[CH:6][C:5]([N:8]2[C:12](=[O:13])[CH2:11][S:10][C:9]2=[O:14])=[CH:4][CH:3]=1.[CH2:15]([O:17][C:18]1[CH:19]=[C:20]([CH:23]=[CH:24][C:25]=1[OH:26])[CH:21]=O)[CH3:16].C([O-])(=O)C.[NH4+].O, predict the reaction product. The product is: [F:1][C:2]1[CH:3]=[CH:4][C:5]([N:8]2[C:12](=[O:13])[C:11](=[CH:21][C:20]3[CH:23]=[CH:24][C:25]([OH:26])=[C:18]([O:17][CH2:15][CH3:16])[CH:19]=3)[S:10][C:9]2=[O:14])=[CH:6][CH:7]=1. (2) Given the reactants [N:1]([C@@H:4]1[C:12]2[C:7](=[CH:8][CH:9]=[C:10]([O:13][CH3:14])[CH:11]=2)[CH2:6][C@H:5]1[OH:15])=[N+:2]=[N-:3].[N+:16]([C:19]1[CH:27]=[CH:26][C:22]([C:23](O)=[O:24])=[CH:21][CH:20]=1)([O-:18])=[O:17].C1(P(C2C=CC=CC=2)C2C=CC=CC=2)C=CC=CC=1.CCOC(/N=N/C(OCC)=O)=O.C(=O)(O)[O-].[Na+], predict the reaction product. The product is: [N+:16]([C:19]1[CH:20]=[CH:21][C:22]([C:23]([O:15][C@H:5]2[CH2:6][C:7]3[C:12](=[CH:11][C:10]([O:13][CH3:14])=[CH:9][CH:8]=3)[C@H:4]2[N:1]=[N+:2]=[N-:3])=[O:24])=[CH:26][CH:27]=1)([O-:18])=[O:17]. (3) The product is: [O:1]1[CH2:6][CH2:5][CH:4]([C:7]2[CH:12]=[CH:11][N:10]=[C:9]([CH2:13][C:14]([NH2:18])=[O:16])[CH:8]=2)[CH2:3][CH2:2]1. Given the reactants [O:1]1[CH2:6][CH2:5][CH:4]([C:7]2[CH:12]=[CH:11][N:10]=[C:9]([CH2:13][C:14]([O:16]C)=O)[CH:8]=2)[CH2:3][CH2:2]1.[NH3:18].CO, predict the reaction product. (4) Given the reactants [CH2:1]([O:3][C:4]([CH:6]1[CH:10]([C:11]([F:14])([F:13])[F:12])[CH2:9][N:8](CC2C=CC=CC=2)[CH2:7]1)=[O:5])[CH3:2].C(O)(=O)C.[C:34](O[C:34]([O:36][C:37]([CH3:40])([CH3:39])[CH3:38])=[O:35])([O:36][C:37]([CH3:40])([CH3:39])[CH3:38])=[O:35].[H][H], predict the reaction product. The product is: [CH2:1]([O:3][C:4]([CH:6]1[CH:10]([C:11]([F:14])([F:12])[F:13])[CH2:9][N:8]([C:34]([O:36][C:37]([CH3:38])([CH3:39])[CH3:40])=[O:35])[CH2:7]1)=[O:5])[CH3:2]. (5) The product is: [Cl:42][C:43]1[C:44]([CH3:64])=[C:45]([CH:49]=[C:50]([Cl:63])[C:51]=1[O:52][C:53]1[CH:54]=[C:55]([CH:60]([CH3:61])[CH3:62])[C:56]([OH:59])=[C:57]([Br:1])[CH:58]=1)[C:46]([OH:48])=[O:47]. Given the reactants [Br-:1].[Br-].[Br-].C([N+](C)(C)C)C1C=CC=CC=1.C([N+](C)(C)C)C1C=CC=CC=1.C([N+](C)(C)C)C1C=CC=CC=1.C([O-])([O-])=O.[Ca+2].[Cl:42][C:43]1[C:44]([CH3:64])=[C:45]([CH:49]=[C:50]([Cl:63])[C:51]=1[O:52][C:53]1[CH:58]=[CH:57][C:56]([OH:59])=[C:55]([CH:60]([CH3:62])[CH3:61])[CH:54]=1)[C:46]([OH:48])=[O:47], predict the reaction product. (6) Given the reactants [NH2:1][C:2]1[CH:9]=[C:8]([N:10]([CH3:12])[CH3:11])[CH:7]=[CH:6][C:3]=1[CH:4]=O.[CH3:13][O:14][C:15]1[CH:20]=[CH:19][CH:18]=[CH:17][C:16]=1[CH2:21][CH2:22][C:23]#[N:24], predict the reaction product. The product is: [CH3:13][O:14][C:15]1[CH:20]=[CH:19][CH:18]=[CH:17][C:16]=1[CH2:21][C:22]1[C:23]([NH2:24])=[N:1][C:2]2[C:3]([CH:4]=1)=[CH:6][CH:7]=[C:8]([N:10]([CH3:12])[CH3:11])[CH:9]=2.